Dataset: Reaction yield outcomes from USPTO patents with 853,638 reactions. Task: Predict the reaction yield, written as a fraction of the theoretical maximum amount of product (1.0 means a 100% yield; for example, 0.34 means a 34% yield). The reactants are O=[C:2]1[C:11]2[C:6](=[CH:7][N:8]=[CH:9][CH:10]=2)[C:5]2=[CH:12][CH:13]=[CH:14][C:15]([C:16]([O:18][CH3:19])=[O:17])=[C:4]2[NH:3]1.P(Cl)(Cl)([Cl:22])=O. No catalyst specified. The product is [Cl:22][C:2]1[C:11]2[C:6](=[CH:7][N:8]=[CH:9][CH:10]=2)[C:5]2=[CH:12][CH:13]=[CH:14][C:15]([C:16]([O:18][CH3:19])=[O:17])=[C:4]2[N:3]=1. The yield is 0.920.